From a dataset of NCI-60 drug combinations with 297,098 pairs across 59 cell lines. Regression. Given two drug SMILES strings and cell line genomic features, predict the synergy score measuring deviation from expected non-interaction effect. (1) Drug 1: CN(CCCl)CCCl.Cl. Synergy scores: CSS=8.11, Synergy_ZIP=-4.40, Synergy_Bliss=0.863, Synergy_Loewe=-23.6, Synergy_HSA=-3.76. Drug 2: C1CN(P(=O)(OC1)NCCCl)CCCl. Cell line: K-562. (2) Cell line: HCT116. Synergy scores: CSS=-0.0930, Synergy_ZIP=-1.58, Synergy_Bliss=-4.06, Synergy_Loewe=-8.20, Synergy_HSA=-5.78. Drug 2: CNC(=O)C1=NC=CC(=C1)OC2=CC=C(C=C2)NC(=O)NC3=CC(=C(C=C3)Cl)C(F)(F)F. Drug 1: CC12CCC3C(C1CCC2O)C(CC4=C3C=CC(=C4)O)CCCCCCCCCS(=O)CCCC(C(F)(F)F)(F)F. (3) Drug 1: CC12CCC3C(C1CCC2=O)CC(=C)C4=CC(=O)C=CC34C. Drug 2: C1=CC(=CC=C1CC(C(=O)O)N)N(CCCl)CCCl.Cl. Cell line: SK-MEL-28. Synergy scores: CSS=17.6, Synergy_ZIP=0.439, Synergy_Bliss=6.19, Synergy_Loewe=-8.33, Synergy_HSA=3.86. (4) Drug 1: CC1=C(C(CCC1)(C)C)C=CC(=CC=CC(=CC(=O)O)C)C. Drug 2: C(CC(=O)O)C(=O)CN.Cl. Cell line: OVCAR3. Synergy scores: CSS=0.365, Synergy_ZIP=1.89, Synergy_Bliss=-3.80, Synergy_Loewe=-7.55, Synergy_HSA=-7.20. (5) Drug 1: CC1CC(C(C(C=C(C(C(C=CC=C(C(=O)NC2=CC(=O)C(=C(C1)C2=O)OC)C)OC)OC(=O)N)C)C)O)OC. Drug 2: C1CCC(C(C1)[NH-])[NH-].C(=O)(C(=O)[O-])[O-].[Pt+4]. Cell line: OVCAR3. Synergy scores: CSS=44.4, Synergy_ZIP=4.98, Synergy_Bliss=3.23, Synergy_Loewe=-10.9, Synergy_HSA=4.57. (6) Drug 1: CS(=O)(=O)C1=CC(=C(C=C1)C(=O)NC2=CC(=C(C=C2)Cl)C3=CC=CC=N3)Cl. Drug 2: COCCOC1=C(C=C2C(=C1)C(=NC=N2)NC3=CC=CC(=C3)C#C)OCCOC.Cl. Cell line: K-562. Synergy scores: CSS=22.7, Synergy_ZIP=4.42, Synergy_Bliss=8.07, Synergy_Loewe=4.46, Synergy_HSA=4.44.